From a dataset of Full USPTO retrosynthesis dataset with 1.9M reactions from patents (1976-2016). Predict the reactants needed to synthesize the given product. (1) The reactants are: [F:1][C:2]1[CH:7]=[CH:6][C:5]([O:8][CH3:9])=[CH:4][CH:3]=1.CC1(C)CCCC(C)(C)N1.[Li]CCCC.[C:25](=[O:27])=[O:26].Cl. Given the product [F:1][C:2]1[CH:7]=[CH:6][C:5]([O:8][CH3:9])=[CH:4][C:3]=1[C:25]([OH:27])=[O:26], predict the reactants needed to synthesize it. (2) Given the product [Si:13]([O:20][CH:21]1[CH2:24][N:23]([CH2:25][C@H:26]([OH:31])[C:27]([NH:12][C:9]2[CH:8]=[CH:7][C:6]([CH3:5])=[CH:11][N:10]=2)=[O:28])[CH2:22]1)([C:16]([CH3:19])([CH3:18])[CH3:17])([CH3:15])[CH3:14], predict the reactants needed to synthesize it. The reactants are: C[Al](C)C.[CH3:5][C:6]1[CH:7]=[CH:8][C:9]([NH2:12])=[N:10][CH:11]=1.[Si:13]([O:20][CH:21]1[CH2:24][N:23]([CH2:25][C@H:26]([OH:31])[C:27](OC)=[O:28])[CH2:22]1)([C:16]([CH3:19])([CH3:18])[CH3:17])([CH3:15])[CH3:14]. (3) Given the product [CH2:1]([O:3][C:4]1[CH:12]=[CH:11][CH:10]=[CH:9][C:5]=1[C:6]([N:17]1[CH2:18][C@H:14]([OH:13])[CH2:15][C@H:16]1[C:19]([NH:21][CH2:22][C:23]1[CH:24]=[CH:25][C:26]([C:29]2[O:33][CH:32]=[N:31][CH:30]=2)=[CH:27][CH:28]=1)=[O:20])=[O:8])[CH3:2], predict the reactants needed to synthesize it. The reactants are: [CH2:1]([O:3][C:4]1[CH:12]=[CH:11][CH:10]=[CH:9][C:5]=1[C:6]([OH:8])=O)[CH3:2].[OH:13][C@H:14]1[CH2:18][NH:17][C@H:16]([C:19]([NH:21][CH2:22][C:23]2[CH:28]=[CH:27][C:26]([C:29]3[O:33][CH:32]=[N:31][CH:30]=3)=[CH:25][CH:24]=2)=[O:20])[CH2:15]1.CCN(C(C)C)C(C)C.CN(C(ON1N=NC2C=CC=NC1=2)=[N+](C)C)C.F[P-](F)(F)(F)(F)F. (4) Given the product [OH:1][CH:2]([C:33]1[CH:38]=[CH:37][CH:36]=[CH:35][CH:34]=1)[CH2:3][CH2:4][C:5]1[S:9][C:8]([NH:10][C:11]([C:13]2[CH:18]=[CH:17][C:16]([C@H:19]3[CH2:20][CH2:21][C@H:22]([CH2:25][C:26]([OH:28])=[O:27])[CH2:23][CH2:24]3)=[CH:15][CH:14]=2)=[O:12])=[N:7][N:6]=1, predict the reactants needed to synthesize it. The reactants are: [OH:1][CH:2]([C:33]1[CH:38]=[CH:37][CH:36]=[CH:35][CH:34]=1)[CH2:3][CH2:4][C:5]1[S:9][C:8]([NH:10][C:11]([C:13]2[CH:18]=[CH:17][C:16]([C@H:19]3[CH2:24][CH2:23][C@H:22]([CH2:25][C:26]([O:28]C(C)(C)C)=[O:27])[CH2:21][CH2:20]3)=[CH:15][CH:14]=2)=[O:12])=[N:7][N:6]=1.C(O)(C(F)(F)F)=O. (5) Given the product [Cl:28][C:29]1[C:30]([NH2:44])=[N:31][CH:32]=[C:33]([C:2]2[N:3]=[C:4]([N:22]3[CH2:27][CH2:26][O:25][CH2:24][CH2:23]3)[C:5]3[CH:10]=[C:9]([CH2:11][N:12]4[CH2:17][CH2:16][N:15]([S:18]([CH3:21])(=[O:19])=[O:20])[CH2:14][CH2:13]4)[S:8][C:6]=3[N:7]=2)[CH:34]=1, predict the reactants needed to synthesize it. The reactants are: Cl[C:2]1[N:3]=[C:4]([N:22]2[CH2:27][CH2:26][O:25][CH2:24][CH2:23]2)[C:5]2[CH:10]=[C:9]([CH2:11][N:12]3[CH2:17][CH2:16][N:15]([S:18]([CH3:21])(=[O:20])=[O:19])[CH2:14][CH2:13]3)[S:8][C:6]=2[N:7]=1.[Cl:28][C:29]1[C:30]([NH2:44])=[N:31][CH:32]=[C:33](B2OC(C)(C)C(C)(C)O2)[CH:34]=1. (6) The reactants are: [O:1]1[C:6]2[CH:7]=[CH:8][C:9]([S:11][C:12]3[CH:17]=[CH:16][C:15]([C:18]4[CH:23]=[CH:22][N:21]=[CH:20][CH:19]=4)=[CH:14][C:13]=3[C:24]([F:27])([F:26])[F:25])=[CH:10][C:5]=2[O:4][CH2:3][CH2:2]1.OC1CCNC1.[CH2:34]([N:37]1[CH2:42][CH2:41][NH:40][CH2:39][CH2:38]1)[CH2:35][CH3:36]. Given the product [O:1]1[C:6]2[CH:7]=[CH:8][C:9]([S:11][C:12]3[CH:17]=[CH:16][C:15]([C:18]4[CH:19]=[CH:20][N:21]=[C:22]([N:40]5[CH2:41][CH2:42][N:37]([CH2:34][CH2:35][CH3:36])[CH2:38][CH2:39]5)[CH:23]=4)=[CH:14][C:13]=3[C:24]([F:25])([F:26])[F:27])=[CH:10][C:5]=2[O:4][CH2:3][CH2:2]1, predict the reactants needed to synthesize it.